Dataset: Full USPTO retrosynthesis dataset with 1.9M reactions from patents (1976-2016). Task: Predict the reactants needed to synthesize the given product. (1) Given the product [OH:22][CH2:21][CH:20]([NH:19][C:16]([C:9]1[C:10]2[CH2:11][C@H:12]3[CH2:15][C@H:13]3[C:14]=2[N:7]([C:2]2[CH:3]=[N:4][CH:5]=[CH:6][N:1]=2)[N:8]=1)=[O:18])[CH:23]1[CH2:28][CH2:27][O:26][CH2:25][CH2:24]1, predict the reactants needed to synthesize it. The reactants are: [N:1]1[CH:6]=[CH:5][N:4]=[CH:3][C:2]=1[N:7]1[C:14]2[C@@H:13]3[CH2:15][C@@H:12]3[CH2:11][C:10]=2[C:9]([C:16]([OH:18])=O)=[N:8]1.[NH2:19][CH:20]([CH:23]1[CH2:28][CH2:27][O:26][CH2:25][CH2:24]1)[CH2:21][OH:22]. (2) Given the product [F:1][C:2]1[CH:3]=[C:4]2[C:9](=[CH:10][CH:11]=1)[N:8]=[C:7]([O:12][CH3:13])[C:6]([NH:14][C:15]([N:31]1[CH2:32][CH2:33][N:28]([C:23]3[CH:24]=[C:25]([CH3:27])[CH:26]=[C:21]([CH3:20])[CH:22]=3)[CH2:29][CH2:30]1)=[O:19])=[N:5]2, predict the reactants needed to synthesize it. The reactants are: [F:1][C:2]1[CH:3]=[C:4]2[C:9](=[CH:10][CH:11]=1)[N:8]=[C:7]([O:12][CH3:13])[C:6]([NH:14][C:15](=[O:19])OCC)=[N:5]2.[CH3:20][C:21]1[CH:22]=[C:23]([N:28]2[CH2:33][CH2:32][NH:31][CH2:30][CH2:29]2)[CH:24]=[C:25]([CH3:27])[CH:26]=1. (3) Given the product [CH2:1]([O:3][C:4](=[O:11])[C@H:5]1[CH2:9][C@H:8]([OH:10])[CH2:7][N:6]1[C:19]([O:21][C:22]([CH3:25])([CH3:24])[CH3:23])=[O:20])[CH3:2], predict the reactants needed to synthesize it. The reactants are: [CH2:1]([O:3][C:4](=[O:11])[C@H:5]1[CH2:9][C@H:8]([OH:10])[CH2:7][NH:6]1)[CH3:2].C(N(CC)CC)C.[C:19](O[C:19]([O:21][C:22]([CH3:25])([CH3:24])[CH3:23])=[O:20])([O:21][C:22]([CH3:25])([CH3:24])[CH3:23])=[O:20]. (4) The reactants are: [CH2:1]([O:5][C:6]1[CH:14]=[CH:13][C:9]([C:10]([OH:12])=O)=[CH:8][C:7]=1[CH2:15][C:16]([O:18][CH3:19])=[O:17])[CH:2]([CH3:4])[CH3:3].C(Cl)(=O)C(Cl)=O.[Cl-].[Al+3].[Cl-].[Cl-].[CH2:30]([O:34][C:35]1[CH:40]=[CH:39][CH:38]=[C:37]([O:41][CH2:42][CH:43]([CH3:45])[CH3:44])[CH:36]=1)[CH:31]([CH3:33])[CH3:32]. Given the product [CH2:42]([O:41][C:37]1[CH:36]=[C:35]([O:34][CH2:30][CH:31]([CH3:33])[CH3:32])[CH:40]=[CH:39][C:38]=1[C:10]([C:9]1[CH:13]=[CH:14][C:6]([O:5][CH2:1][CH:2]([CH3:3])[CH3:4])=[C:7]([CH2:15][C:16]([O:18][CH3:19])=[O:17])[CH:8]=1)=[O:12])[CH:43]([CH3:45])[CH3:44], predict the reactants needed to synthesize it. (5) Given the product [NH:1]1[C:5]2[CH:6]=[CH:7][C:8]([C:10]([N:16]3[C@@H:17]4[C@@H:22]([C:21]5[CH:23]=[CH:24][CH:25]=[CH:26][C:20]=5[CH2:19][CH2:18]4)[CH2:13][CH2:14][CH2:15]3)=[O:12])=[CH:9][C:4]=2[N:3]=[N:2]1, predict the reactants needed to synthesize it. The reactants are: [NH:1]1[C:5]2[CH:6]=[CH:7][C:8]([C:10]([OH:12])=O)=[CH:9][C:4]=2[N:3]=[N:2]1.[CH2:13]1[C@H:22]2[C@H:17]([CH2:18][CH2:19][C:20]3[CH:26]=[CH:25][CH:24]=[CH:23][C:21]=32)[NH:16][CH2:15][CH2:14]1.F[P-](F)(F)(F)(F)F.N1(OC(N(C)C)=[N+](C)C)C2N=CC=CC=2N=N1. (6) Given the product [C:1]([O:5][C:6]([NH:8][C@@:9]1([CH2:10][CH:11]2[CH2:12][CH2:13][N:14]([C:17]([O:19][CH2:20][CH2:21][Si:22]([CH3:23])([CH3:25])[CH3:24])=[O:18])[CH2:15][CH2:16]2)[C:29](=[O:30])[N:33]2[C@@H:27]([S:36][CH2:35][C@H:34]2[C:37]([OH:39])=[O:38])[CH2:26]1)=[O:7])([CH3:4])([CH3:3])[CH3:2], predict the reactants needed to synthesize it. The reactants are: [C:1]([O:5][C:6]([NH:8][C@@:9]([C:29](OC)=[O:30])([CH2:26][CH:27]=O)[CH2:10][CH:11]1[CH2:16][CH2:15][N:14]([C:17]([O:19][CH2:20][CH2:21][Si:22]([CH3:25])([CH3:24])[CH3:23])=[O:18])[CH2:13][CH2:12]1)=[O:7])([CH3:4])([CH3:3])[CH3:2].[NH2:33][C@H:34]([C:37]([OH:39])=[O:38])[CH2:35][SH:36]. (7) The reactants are: [S:1]([OH:11])(=[O:10])([C:3]1[CH:8]=[CH:7][C:6]([NH2:9])=[CH:5][CH:4]=1)=[O:2].[Li+:12].[OH-]. Given the product [Li+:12].[S:1]([O-:11])(=[O:10])([C:3]1[CH:4]=[CH:5][C:6]([NH2:9])=[CH:7][CH:8]=1)=[O:2], predict the reactants needed to synthesize it. (8) Given the product [C:37]([N:33]1[CH2:34][CH2:35][CH2:36][CH:31]([CH2:30][CH2:29][N:26]2[C:11]3[N:12]=[C:13]([NH:16][CH2:17][CH2:18][CH2:19][CH2:20][N:21]([CH2:22][CH3:23])[CH2:24][CH3:25])[N:14]=[CH:15][C:10]=3[CH:9]=[C:8]([C:3]3[CH:4]=[CH:5][CH:6]=[CH:7][C:2]=3[Cl:1])[C:27]2=[O:28])[CH2:32]1)(=[O:40])[CH:38]=[CH2:39], predict the reactants needed to synthesize it. The reactants are: [Cl:1][C:2]1[CH:7]=[CH:6][CH:5]=[CH:4][C:3]=1[C:8]1[C:27](=[O:28])[N:26]([CH2:29][CH2:30][CH:31]2[CH2:36][CH2:35][CH2:34][NH:33][CH2:32]2)[C:11]2[N:12]=[C:13]([NH:16][CH2:17][CH2:18][CH2:19][CH2:20][N:21]([CH2:24][CH3:25])[CH2:22][CH3:23])[N:14]=[CH:15][C:10]=2[CH:9]=1.[C:37](Cl)(=[O:40])[CH:38]=[CH2:39]. (9) The reactants are: [N+](C1C=CC(C([O:10][C@@:11]([C:18]2[N:19]=[N:20][N:21]([CH2:23][C:24]3[CH:33]=[C:32]4[C:27]([C:28]([C:35]5[CH:40]=[CH:39][CH:38]=[C:37]([F:41])[CH:36]=5)=[CH:29][C:30](=[O:34])[O:31]4)=[CH:26][CH:25]=3)[CH:22]=2)([C:14]([F:17])([F:16])[F:15])[CH2:12][CH3:13])=O)=CC=1)([O-])=O.[OH-].[Li+]. Given the product [F:41][C:37]1[CH:36]=[C:35]([C:28]2[C:27]3[C:32](=[CH:33][C:24]([CH2:23][N:21]4[CH:22]=[C:18]([C@:11]([OH:10])([C:14]([F:16])([F:17])[F:15])[CH2:12][CH3:13])[N:19]=[N:20]4)=[CH:25][CH:26]=3)[O:31][C:30](=[O:34])[CH:29]=2)[CH:40]=[CH:39][CH:38]=1, predict the reactants needed to synthesize it. (10) Given the product [CH2:3]([O:2][C:10]([O:30][CH2:28][CH3:29])=[C:11]([C:14](=[O:25])[C:15]1[CH:20]=[CH:19][CH:18]=[C:17]([C:21]([F:24])([F:23])[F:22])[CH:16]=1)[C:12]#[N:13])[CH3:4], predict the reactants needed to synthesize it. The reactants are: [Na].[O:2]1CCO[CH2:4][CH2:3]1.CS[C:10](SC)=[C:11]([C:14](=[O:25])[C:15]1[CH:20]=[CH:19][CH:18]=[C:17]([C:21]([F:24])([F:23])[F:22])[CH:16]=1)[C:12]#[N:13].[CH2:28]([OH:30])[CH3:29].